From a dataset of Peptide-MHC class II binding affinity with 134,281 pairs from IEDB. Regression. Given a peptide amino acid sequence and an MHC pseudo amino acid sequence, predict their binding affinity value. This is MHC class II binding data. (1) The peptide sequence is FLAVALVAGPAGSYA. The MHC is HLA-DQA10301-DQB10302 with pseudo-sequence HLA-DQA10301-DQB10302. The binding affinity (normalized) is 0.275. (2) The peptide sequence is LEAKATFYGSNPRGA. The MHC is DRB1_0901 with pseudo-sequence DRB1_0901. The binding affinity (normalized) is 0.402. (3) The peptide sequence is ERSLWIIFSKNLNIK. The MHC is HLA-DQA10102-DQB10602 with pseudo-sequence HLA-DQA10102-DQB10602. The binding affinity (normalized) is 0.439.